From a dataset of Full USPTO retrosynthesis dataset with 1.9M reactions from patents (1976-2016). Predict the reactants needed to synthesize the given product. (1) Given the product [ClH:15].[F:11][C:10]([F:13])([F:12])[C:9]1[N:1]2[CH2:6][CH2:5][NH:4][CH2:3][C:2]2=[N:7][N:8]=1, predict the reactants needed to synthesize it. The reactants are: [NH:1]1[CH2:6][CH2:5][NH:4][CH2:3]/[C:2]/1=[N:7]/[NH:8][C:9](=O)[C:10]([F:13])([F:12])[F:11].[ClH:15].C(OC)(C)(C)C. (2) Given the product [F:40][C:39]([F:42])([F:41])[C:36]1[CH:37]=[CH:38][C:33]([O:23][C:20]2[CH:21]=[CH:22][C:17]([C:16]3[C:11]([NH2:10])=[N:12][CH:13]=[CH:14][CH:15]=3)=[CH:18][CH:19]=2)=[CH:34][CH:35]=1, predict the reactants needed to synthesize it. The reactants are: N1C=CC=CC=1C(O)=O.[NH2:10][C:11]1[C:16]([C:17]2[CH:22]=[CH:21][C:20]([OH:23])=[CH:19][CH:18]=2)=[CH:15][CH:14]=[CH:13][N:12]=1.P([O-])([O-])([O-])=O.[K+].[K+].[K+].Br[C:33]1[CH:38]=[CH:37][C:36]([C:39]([F:42])([F:41])[F:40])=[CH:35][CH:34]=1. (3) Given the product [Si:5]([O:6][CH2:7][CH2:8][O:9][C:10]1[CH:15]=[CH:14][C:13]([NH2:16])=[CH:12][CH:11]=1)([C:1]([CH3:4])([CH3:3])[CH3:2])([CH3:20])[CH3:19], predict the reactants needed to synthesize it. The reactants are: [C:1]([Si:5]([CH3:20])([CH3:19])[O:6][CH2:7][CH2:8][O:9][C:10]1[CH:15]=[CH:14][C:13]([N+:16]([O-])=O)=[CH:12][CH:11]=1)([CH3:4])([CH3:3])[CH3:2].